From a dataset of Reaction yield outcomes from USPTO patents with 853,638 reactions. Predict the reaction yield, written as a fraction of the theoretical maximum amount of product (1.0 means a 100% yield; for example, 0.34 means a 34% yield). (1) The yield is 0.500. The product is [CH2:48]([C:8]1[C:17](=[O:18])[C:16]2[C:11](=[CH:12][C:13]([Cl:19])=[CH:14][CH:15]=2)[O:10][C:9]=1[CH:20]([N:24]1[CH2:25][CH2:26][N:27]=[C:28]1[C:29]1[CH:34]=[CH:33][C:32]([CH3:35])=[CH:31][CH:30]=1)[CH:21]([CH3:23])[CH3:22])[C:42]1[CH:47]=[CH:46][CH:45]=[CH:44][CH:43]=1. No catalyst specified. The reactants are C([C:8]1[C:17](=[O:18])[C:16]2[C:11](=[CH:12][C:13]([Cl:19])=[CH:14][CH:15]=2)[O:10][C:9]=1[CH:20]([NH:24][CH2:25][CH2:26][NH:27][C:28](=O)[C:29]1[CH:34]=[CH:33][C:32]([CH3:35])=[CH:31][CH:30]=1)[CH:21]([CH3:23])[CH3:22])C1C=CC=CC=1.P(Cl)(Cl)(Cl)=O.[C:42]1([CH3:48])[CH:47]=[CH:46][CH:45]=[CH:44][CH:43]=1. (2) The yield is 0.300. The product is [CH2:8]([S:10]([C:13]1[CH:14]=[C:15]([C:19]2[C:24]3[C:25]4[CH:31]=[C:30]([CH3:32])[CH:29]=[N:28][C:26]=4[NH:27][C:23]=3[C:22]([O:7][C:1]3[CH:6]=[CH:5][CH:4]=[CH:3][CH:2]=3)=[N:21][CH:20]=2)[CH:16]=[CH:17][CH:18]=1)(=[O:11])=[O:12])[CH3:9]. No catalyst specified. The reactants are [C:1]1([OH:7])[CH:6]=[CH:5][CH:4]=[CH:3][CH:2]=1.[CH2:8]([S:10]([C:13]1[CH:14]=[C:15]([C:19]2[C:24]3[C:25]4[CH:31]=[C:30]([CH3:32])[CH:29]=[N:28][C:26]=4[NH:27][C:23]=3[C:22](OCCCN(C)C)=[N:21][CH:20]=2)[CH:16]=[CH:17][CH:18]=1)(=[O:12])=[O:11])[CH3:9]. (3) The reactants are [Cl:1][C:2]1[N:7]=[C:6]([NH:8][C@@H:9]([CH2:14][CH2:15][C:16]([O:18][CH3:19])=[O:17])[C:10](OC)=[O:11])[C:5]([N+:20]([O-])=O)=[CH:4][CH:3]=1.CC(O)C.C(O)(=O)C. The catalyst is [Fe].O. The product is [Cl:1][C:2]1[CH:3]=[CH:4][C:5]2[NH:20][C:10](=[O:11])[C@H:9]([CH2:14][CH2:15][C:16]([O:18][CH3:19])=[O:17])[NH:8][C:6]=2[N:7]=1. The yield is 0.810. (4) The reactants are [Cl:1][C:2]1[CH:7]=[CH:6][C:5]([N+:8]([O-])=O)=[CH:4][C:3]=1[NH:11][C:12](=[O:19])[C:13]1[CH:18]=[CH:17][CH:16]=[CH:15][CH:14]=1.O.O.[Sn](Cl)Cl.C(Cl)Cl. The catalyst is C(O)C. The product is [NH2:8][C:5]1[CH:6]=[CH:7][C:2]([Cl:1])=[C:3]([NH:11][C:12](=[O:19])[C:13]2[CH:18]=[CH:17][CH:16]=[CH:15][CH:14]=2)[CH:4]=1. The yield is 0.800. (5) The reactants are [OH:1][C:2]1[CH:7]=[CH:6][CH:5]=[CH:4][C:3]=1[C:8]1[N:17]=[C:16]([N:18]2[CH2:23][CH2:22][CH2:21][C@@H:20]([NH:24]C(=O)OC(C)(C)C)[CH2:19]2)[C:15]2[C:10](=[CH:11][C:12]([CH3:32])=[CH:13][CH:14]=2)[N:9]=1.C(O)(C(F)(F)F)=O. The catalyst is C(Cl)Cl. The product is [NH2:24][C@@H:20]1[CH2:21][CH2:22][CH2:23][N:18]([C:16]2[C:15]3[C:10](=[CH:11][C:12]([CH3:32])=[CH:13][CH:14]=3)[N:9]=[C:8]([C:3]3[CH:4]=[CH:5][CH:6]=[CH:7][C:2]=3[OH:1])[N:17]=2)[CH2:19]1. The yield is 0.850. (6) The reactants are [CH:1]([C:3]1[CH:4]=[C:5]2[C:10](=[CH:11][CH:12]=1)[CH:9]=[N:8][CH:7]=[CH:6]2)=C.C[OH:14]. The catalyst is C(Cl)Cl. The product is [CH:9]1[C:10]2[C:5](=[CH:4][C:3]([CH:1]=[O:14])=[CH:12][CH:11]=2)[CH:6]=[CH:7][N:8]=1. The yield is 0.940. (7) The reactants are Cl.[NH2:2][C@H:3]1[CH2:8][CH2:7][C@H:6]([C:9](O)=[O:10])[CH2:5][CH2:4]1.[H-].[Al+3].[Li+].[H-].[H-].[H-].O.[OH-].[Na+]. The catalyst is C1COCC1.C(Cl)Cl. The product is [NH2:2][C@H:3]1[CH2:8][CH2:7][C@H:6]([CH2:9][OH:10])[CH2:5][CH2:4]1. The yield is 0.900. (8) The reactants are [OH:1][C:2]1[CH:11]=[CH:10][C:5]2[C:6](=[O:9])[CH2:7][O:8][C:4]=2[C:3]=1[CH2:12][N:13]1[CH2:18][CH2:17][N:16]([C:19]([O:21][C:22]([CH3:25])([CH3:24])[CH3:23])=[O:20])[CH2:15][CH2:14]1.[Cl:26][C:27]1[CH:32]=[CH:31][CH:30]=[C:29]([Cl:33])[C:28]=1[S:34]([N:37]1[C:45]2[C:40](=[CH:41][CH:42]=[CH:43][CH:44]=2)[C:39]([CH:46]=O)=[CH:38]1)(=[O:36])=[O:35].N1CCCCC1. The catalyst is CO. The product is [Cl:26][C:27]1[CH:32]=[CH:31][CH:30]=[C:29]([Cl:33])[C:28]=1[S:34]([N:37]1[C:45]2[C:40](=[CH:41][CH:42]=[CH:43][CH:44]=2)[C:39](/[CH:46]=[C:7]2\[O:8][C:4]3[C:3]([CH2:12][N:13]4[CH2:14][CH2:15][N:16]([C:19]([O:21][C:22]([CH3:25])([CH3:24])[CH3:23])=[O:20])[CH2:17][CH2:18]4)=[C:2]([OH:1])[CH:11]=[CH:10][C:5]=3[C:6]\2=[O:9])=[CH:38]1)(=[O:36])=[O:35]. The yield is 0.690. (9) The reactants are Br[C:2]1[C:3]([F:19])=[CH:4][C:5]2[O:11][CH2:10][CH2:9][N:8]3[CH:12]=[C:13]([C:15]([NH2:17])=[O:16])[N:14]=[C:7]3[C:6]=2[CH:18]=1.[F:20][C:21]1[CH:22]=[N:23][C:24]([C:27]([OH:31])([C:29]#[CH:30])[CH3:28])=[N:25][CH:26]=1. No catalyst specified. The product is [F:19][C:3]1[C:2]([C:30]#[C:29][C:27]([C:24]2[N:25]=[CH:26][C:21]([F:20])=[CH:22][N:23]=2)([OH:31])[CH3:28])=[CH:18][C:6]2[C:7]3[N:8]([CH:12]=[C:13]([C:15]([NH2:17])=[O:16])[N:14]=3)[CH2:9][CH2:10][O:11][C:5]=2[CH:4]=1. The yield is 0.0100. (10) The reactants are Cl.[C:2](Cl)(=[O:9])[C:3]1[CH:8]=[CH:7][CH:6]=[N:5][CH:4]=1.[N:11]([CH2:14][C:15]([C:17]1[CH:22]=[CH:21][C:20]([Cl:23])=[CH:19][CH:18]=1)=O)=[N+]=[N-].C1(P(C2C=CC=CC=2)C2C=CC=CC=2)C=CC=CC=1. The catalyst is C1(C)C=CC=CC=1. The product is [Cl:23][C:20]1[CH:21]=[CH:22][C:17]([C:15]2[O:9][C:2]([C:3]3[CH:4]=[N:5][CH:6]=[CH:7][CH:8]=3)=[N:11][CH:14]=2)=[CH:18][CH:19]=1. The yield is 0.120.